From a dataset of Forward reaction prediction with 1.9M reactions from USPTO patents (1976-2016). Predict the product of the given reaction. (1) Given the reactants [CH:1]1([C@@H:4]2[C@:9]([OH:11])([CH3:10])[C:8](=[O:12])[CH2:7][C@H:6]([C:13]3[CH:18]=[CH:17][N:16]=[CH:15][C:14]=3[N+:19]([O-:21])=[O:20])[O:5]2)[CH2:3][CH2:2]1.[BH4-].[Na+], predict the reaction product. The product is: [CH:1]1([C@@H:4]2[C@@:9]([CH3:10])([OH:11])[C@H:8]([OH:12])[CH2:7][C@H:6]([C:13]3[CH:18]=[CH:17][N:16]=[CH:15][C:14]=3[N+:19]([O-:21])=[O:20])[O:5]2)[CH2:2][CH2:3]1. (2) The product is: [CH3:22][O:21][C:18]1[CH:19]=[CH:20][C:15]([CH2:14][CH2:13][NH:12][C:10]2[C:9]3[C:4](=[CH:5][CH:6]=[CH:7][CH:8]=3)[N:3]=[C:2]([N:23]3[CH2:29][CH2:28][CH2:27][CH:24]3[CH2:25][OH:26])[N:11]=2)=[CH:16][CH:17]=1. Given the reactants Cl[C:2]1[N:11]=[C:10]([NH:12][CH2:13][CH2:14][C:15]2[CH:20]=[CH:19][C:18]([O:21][CH3:22])=[CH:17][CH:16]=2)[C:9]2[C:4](=[CH:5][CH:6]=[CH:7][CH:8]=2)[N:3]=1.[NH:23]1[CH2:29][CH2:28][CH2:27][C@H:24]1[CH2:25][OH:26].CCN(C(C)C)C(C)C, predict the reaction product. (3) Given the reactants [BH4-].[Na+].[CH3:3][O:4][C:5]1[CH:6]=[C:7]2[C:12](=[CH:13][CH:14]=1)[CH:11]=[C:10]([CH:15]=[O:16])[CH:9]=[CH:8]2, predict the reaction product. The product is: [CH3:3][O:4][C:5]1[CH:6]=[C:7]2[C:12](=[CH:13][CH:14]=1)[CH:11]=[C:10]([CH2:15][OH:16])[CH:9]=[CH:8]2. (4) Given the reactants [NH2:1][C:2]1[N:7]=[CH:6][N:5]=[C:4]2[N:8]([CH:12]([C:14]3[CH:21]=[C:20]([Cl:22])[C:17]([C:18]#[N:19])=[C:16]([CH:23]4[CH2:26][NH:25][CH2:24]4)[C:15]=3[O:27][CH3:28])[CH3:13])[N:9]=[C:10]([CH3:11])[C:3]=12.C([BH3-])#N.[Na+].[CH3:33][C:34]([CH2:36][OH:37])=O.C(O)(=O)C, predict the reaction product. The product is: [NH2:1][C:2]1[N:7]=[CH:6][N:5]=[C:4]2[N:8]([CH:12]([C:14]3[CH:21]=[C:20]([Cl:22])[C:17]([C:18]#[N:19])=[C:16]([CH:23]4[CH2:24][N:25]([CH:34]([CH3:33])[CH2:36][OH:37])[CH2:26]4)[C:15]=3[O:27][CH3:28])[CH3:13])[N:9]=[C:10]([CH3:11])[C:3]=12. (5) Given the reactants [CH2:1]([O:3][C:4]([C:6]1[S:10][C:9]([Br:11])=[N:8][C:7]=1[CH3:12])=[O:5])[CH3:2].[Br:13]N1C(=O)CCC1=O.C(OOC(=O)C1C=CC=CC=1)(=O)C1C=CC=CC=1, predict the reaction product. The product is: [CH2:1]([O:3][C:4]([C:6]1[S:10][C:9]([Br:11])=[N:8][C:7]=1[CH2:12][Br:13])=[O:5])[CH3:2]. (6) The product is: [Br:1][C:2]1[CH:12]=[C:11]([F:13])[CH:10]=[CH:9][C:3]=1[O:4][CH2:5][C:6]([N:17]([CH:14]([CH3:16])[CH3:15])[NH:18][C:19](=[O:31])[C:20]1[CH:21]=[CH:22][C:23]([O:26][CH2:27][CH2:28][O:29][CH3:30])=[CH:24][CH:25]=1)=[O:8]. Given the reactants [Br:1][C:2]1[CH:12]=[C:11]([F:13])[CH:10]=[CH:9][C:3]=1[O:4][CH2:5][C:6]([OH:8])=O.[CH:14]([NH:17][NH:18][C:19](=[O:31])[C:20]1[CH:25]=[CH:24][C:23]([O:26][CH2:27][CH2:28][O:29][CH3:30])=[CH:22][CH:21]=1)([CH3:16])[CH3:15].C(N(C(C)C)CC)(C)C.C1CN([P+](Br)(N2CCCC2)N2CCCC2)CC1.F[P-](F)(F)(F)(F)F, predict the reaction product.